Predict the reactants needed to synthesize the given product. From a dataset of Full USPTO retrosynthesis dataset with 1.9M reactions from patents (1976-2016). Given the product [NH2:7][C@@H:4]1[CH2:5][CH2:6][C@@:2]([CH3:20])([OH:1])[C:3]1([CH3:19])[CH3:18], predict the reactants needed to synthesize it. The reactants are: [OH:1][C@:2]1([CH3:20])[CH2:6][CH2:5][C@@H:4]([NH:7]C(=O)OCC2C=CC=CC=2)[C:3]1([CH3:19])[CH3:18].